Dataset: Catalyst prediction with 721,799 reactions and 888 catalyst types from USPTO. Task: Predict which catalyst facilitates the given reaction. (1) Reactant: [Cl:1][C:2]1[N:10]=[C:9]([Cl:11])[CH:8]=[CH:7][C:3]=1[C:4](O)=[O:5].Cl.[CH3:13][NH:14][O:15][CH3:16].C(N(CC)CC)C.Cl.C(N=C=NCCCN(C)C)C. Product: [Cl:1][C:2]1[N:10]=[C:9]([Cl:11])[CH:8]=[CH:7][C:3]=1[C:4]([N:14]([O:15][CH3:16])[CH3:13])=[O:5]. The catalyst class is: 42. (2) Reactant: Br[C:2]1[CH:7]=[CH:6][N:5]=[C:4]([NH2:8])[CH:3]=1.[B:9]1([B:9]2[O:13][C:12]([CH3:15])([CH3:14])[C:11]([CH3:17])([CH3:16])[O:10]2)[O:13][C:12]([CH3:15])([CH3:14])[C:11]([CH3:17])([CH3:16])[O:10]1.C([O-])(=O)C.[K+].CC(C1C=C(C(C)C)C(C2C=CC=CC=2P(C2CCCCC2)C2CCCCC2)=C(C(C)C)C=1)C. Product: [CH3:16][C:11]1([CH3:17])[C:12]([CH3:15])([CH3:14])[O:13][B:9]([C:2]2[CH:7]=[CH:6][N:5]=[C:4]([NH2:8])[CH:3]=2)[O:10]1. The catalyst class is: 62. (3) Reactant: [NH2:1][C:2]1[CH:22]=[C:21]([Br:23])[CH:20]=[CH:19][C:3]=1[C:4]([N:6]1[CH2:11][CH2:10][N:9]([C:12]([O:14][C:15]([CH3:18])([CH3:17])[CH3:16])=[O:13])[CH2:8][CH2:7]1)=[O:5].[C:24](Cl)(=[O:26])[CH3:25].O. Product: [C:24]([NH:1][C:2]1[CH:22]=[C:21]([Br:23])[CH:20]=[CH:19][C:3]=1[C:4]([N:6]1[CH2:7][CH2:8][N:9]([C:12]([O:14][C:15]([CH3:18])([CH3:17])[CH3:16])=[O:13])[CH2:10][CH2:11]1)=[O:5])(=[O:26])[CH3:25]. The catalyst class is: 4. (4) Reactant: C([O-])=O.[NH4+].[NH2:5][C:6]([NH:8][C:9]1[C:10]([C:22]([NH2:24])=[O:23])=[N:11][N:12]([C:14]2[CH:19]=[CH:18][C:17](I)=[C:16]([CH3:21])[CH:15]=2)[CH:13]=1)=[O:7]. Product: [C:16]1([CH3:21])[CH:17]=[CH:18][CH:19]=[C:14]([N:12]2[CH:13]=[C:9]([NH:8][C:6]([NH2:5])=[O:7])[C:10]([C:22]([NH2:24])=[O:23])=[N:11]2)[CH:15]=1. The catalyst class is: 29. (5) Reactant: [NH2:1][C:2]1[CH:7]=[N:6][C:5]([O:8][CH3:9])=[CH:4][N:3]=1.N1C=CC=CC=1.Cl[C:17]([O:19][C:20]1[CH:25]=[CH:24][CH:23]=[CH:22][CH:21]=1)=[O:18].C(OCC)(=O)C. Product: [C:20]1([O:19][C:17](=[O:18])[NH:1][C:2]2[CH:7]=[N:6][C:5]([O:8][CH3:9])=[CH:4][N:3]=2)[CH:25]=[CH:24][CH:23]=[CH:22][CH:21]=1. The catalyst class is: 20. (6) Reactant: [C:1]([C:3]1[N:4]=[CH:5][C:6]([NH:20][C@H:21]([CH2:25][CH:26]([CH3:28])[CH3:27])[C:22]([NH2:24])=[O:23])=[N:7][C:8]=1[NH:9][C:10]1[CH:11]=[N:12][C:13]2[C:18]([CH:19]=1)=[CH:17][CH:16]=[CH:15][CH:14]=2)#[N:2].[OH-].[Na+].OO.CC(O)=[O:35]. Product: [NH2:24][C:22](=[O:23])[C@H:21]([NH:20][C:6]1[N:7]=[C:8]([NH:9][C:10]2[CH:11]=[N:12][C:13]3[C:18]([CH:19]=2)=[CH:17][CH:16]=[CH:15][CH:14]=3)[C:3]([C:1]([NH2:2])=[O:35])=[N:4][CH:5]=1)[CH2:25][CH:26]([CH3:28])[CH3:27]. The catalyst class is: 593. (7) Reactant: [N:1]1[CH:6]=[CH:5][CH:4]=[CH:3][C:2]=1[C:7]1[C:8]([C:15]2[C:24]3[C:19](=[CH:20][C:21]([O:25][CH2:26][CH2:27][CH2:28][NH2:29])=[CH:22][CH:23]=3)[N:18]=[CH:17][CH:16]=2)=[C:9]2[CH2:14][CH2:13][CH2:12][N:10]2[N:11]=1.[C:30](OC(=O)C)(=[O:32])[CH3:31]. Product: [N:1]1[CH:6]=[CH:5][CH:4]=[CH:3][C:2]=1[C:7]1[C:8]([C:15]2[C:24]3[C:19](=[CH:20][C:21]([O:25][CH2:26][CH2:27][CH2:28][NH:29][C:30](=[O:32])[CH3:31])=[CH:22][CH:23]=3)[N:18]=[CH:17][CH:16]=2)=[C:9]2[CH2:14][CH2:13][CH2:12][N:10]2[N:11]=1. The catalyst class is: 17.